From a dataset of Full USPTO retrosynthesis dataset with 1.9M reactions from patents (1976-2016). Predict the reactants needed to synthesize the given product. (1) The reactants are: Br[CH2:2][C:3]([O:5][CH3:6])=[O:4].[S-:7][CH2:8][CH2:9][CH3:10].[Na+]. Given the product [CH3:6][O:5][C:3](=[O:4])[CH2:2][S:7][CH2:8][CH2:9][CH3:10], predict the reactants needed to synthesize it. (2) Given the product [NH2:6][C:5]1[CH:7]=[CH:8][C:2]([Br:1])=[CH:3][C:4]=1[C:11]#[C:10][CH:12]1[CH2:16][CH2:15][N:14]([C:17]([O:19][C:20]([CH3:23])([CH3:22])[CH3:21])=[O:18])[CH2:13]1, predict the reactants needed to synthesize it. The reactants are: [Br:1][C:2]1[CH:8]=[CH:7][C:5]([NH2:6])=[C:4](I)[CH:3]=1.[C:10]([CH:12]1[CH2:16][CH2:15][N:14]([C:17]([O:19][C:20]([CH3:23])([CH3:22])[CH3:21])=[O:18])[CH2:13]1)#[CH:11].CCN(CC)CC. (3) Given the product [Cl:30][C:31]1[CH:47]=[CH:46][C:34]([CH:35]=[CH:36][CH2:37][N:38]2[CH2:43][CH2:42][C:41](=[CH:8][O:9][CH3:10])[CH:40]([CH3:45])[CH2:39]2)=[CH:33][CH:32]=1, predict the reactants needed to synthesize it. The reactants are: CC(C)([O-])C.[K+].[Cl-].[CH3:8][O:9][CH2:10][P+](C1C=CC=CC=1)(C1C=CC=CC=1)C1C=CC=CC=1.[Cl:30][C:31]1[CH:47]=[CH:46][C:34]([CH:35]=[CH:36][CH2:37][N:38]2[CH2:43][CH2:42][C:41](=O)[CH:40]([CH3:45])[CH2:39]2)=[CH:33][CH:32]=1.CC1C(=O)CCNC1.ClC1C=CC(C=CCCl)=CC=1.